From a dataset of Rat liver microsome stability data. Regression/Classification. Given a drug SMILES string, predict its absorption, distribution, metabolism, or excretion properties. Task type varies by dataset: regression for continuous measurements (e.g., permeability, clearance, half-life) or binary classification for categorical outcomes (e.g., BBB penetration, CYP inhibition). Dataset: rlm. (1) The drug is NC(=O)c1ccn(-c2cccc(OC(=O)NCCCCCCc3ccccc3)c2)c1. The result is 0 (unstable in rat liver microsomes). (2) The compound is CS(=O)(=O)N(C[C@@H](C(=O)NO)N1CCOCC1)c1ccc(Oc2ccc(C(F)(F)F)cc2)cc1. The result is 0 (unstable in rat liver microsomes). (3) The molecule is CCCCCN(CCC12CC3CC(CC(C3)C1)C2)C(=O)NCCCc1ccncc1. The result is 1 (stable in rat liver microsomes). (4) The drug is COc1cc2ncc(C(=O)N3CCN(C(=O)C4CC4)CC3)c(N3CCC4(CC3)OCCO4)c2cc1OC. The result is 0 (unstable in rat liver microsomes). (5) The result is 0 (unstable in rat liver microsomes). The compound is COc1ccc(-c2c(-c3cc(C(=O)O)ccn3)ncn2C)cc1. (6) The drug is Cc1ccc2c(c1)N(C1CCN(CC(=O)Nc3nccs3)CC1)C(=O)OC2. The result is 1 (stable in rat liver microsomes). (7) The molecule is CNCCCCN1c2ccccc2N(c2ccccc2F)S1(=O)=O. The result is 1 (stable in rat liver microsomes). (8) The compound is CCS(=O)(=O)c1cccc(Oc2cccc(-c3c(C)nc4c(C(F)(F)F)cccn34)c2)c1. The result is 1 (stable in rat liver microsomes).